Dataset: Forward reaction prediction with 1.9M reactions from USPTO patents (1976-2016). Task: Predict the product of the given reaction. (1) Given the reactants Cl[C:2]1[C:11]2[C:6](=[CH:7][CH:8]=[C:9]([C:12]([F:15])([F:14])[F:13])[CH:10]=2)[CH:5]=[N:4][N:3]=1.[NH2:16][CH2:17][C:18]([NH:20][CH:21]1[CH2:24][N:23]([C:25]([O:27][C:28]([CH3:31])([CH3:30])[CH3:29])=[O:26])[CH2:22]1)=[O:19].C(N(CC)CC)C, predict the reaction product. The product is: [F:13][C:12]([F:15])([F:14])[C:9]1[C:10]([NH:16][CH2:17][C:18]([NH:20][CH:21]2[CH2:24][N:23]([C:25]([O:27][C:28]([CH3:31])([CH3:30])[CH3:29])=[O:26])[CH2:22]2)=[O:19])=[C:11]2[C:6](=[CH:7][CH:8]=1)[CH:5]=[N:4][N:3]=[CH:2]2. (2) The product is: [Cl:7][C:8]1[CH:13]=[CH:12][C:11]([C:14]([CH3:18])([CH3:17])[CH:15]=[CH:20][C:21]([O:4][CH2:2][CH3:5])=[O:22])=[CH:10][CH:9]=1. Given the reactants C[C:2]([CH3:5])([O-:4])C.[K+].[Cl:7][C:8]1[CH:13]=[CH:12][C:11]([C:14]([CH3:18])([CH3:17])[CH:15]=O)=[CH:10][CH:9]=1.C1C[O:22][CH2:21][CH2:20]1, predict the reaction product. (3) The product is: [CH3:1][O:2][CH2:3][CH2:4][N:5]1[CH2:10][CH2:9][C:8]([CH2:12][O:13][C:14]2[C:22]3[C:21]4[CH:23]=[C:24]([C:27]#[N:28])[N:25]=[CH:26][C:20]=4[NH:19][C:18]=3[N:17]=[CH:16][CH:15]=2)([CH3:11])[CH2:7][CH2:6]1. Given the reactants [CH3:1][O:2][CH2:3][CH2:4][N:5]1[CH2:10][CH2:9][C:8]([CH2:12][O:13][C:14]2[C:22]3[C:21]4[CH:23]=[C:24]([C:27]#[N:28])[N:25]=[CH:26][C:20]=4[N:19](COCC[Si](C)(C)C)[C:18]=3[N:17]=[CH:16][CH:15]=2)([CH3:11])[CH2:7][CH2:6]1.Br.[OH-].[Na+].Cl, predict the reaction product. (4) Given the reactants [C:1]([C:3]1[CH:4]=[C:5]([C:13]2[S:17][C:16]([C:18]3[CH:23]=[CH:22][C:21]([O:24][CH2:25][CH2:26][CH2:27][N:28](C)[C:29](=O)OC(C)(C)C)=[CH:20][C:19]=3[CH2:37][CH3:38])=[N:15][N:14]=2)[CH:6]=[CH:7][C:8]=1[O:9][CH:10]([CH3:12])[CH3:11])#[N:2].C(O)(C(F)(F)F)=O.C(=O)(O)[O-].[Na+], predict the reaction product. The product is: [CH2:37]([C:19]1[CH:20]=[C:21]([O:24][CH2:25][CH2:26][CH2:27][NH:28][CH3:29])[CH:22]=[CH:23][C:18]=1[C:16]1[S:17][C:13]([C:5]2[CH:6]=[CH:7][C:8]([O:9][CH:10]([CH3:11])[CH3:12])=[C:3]([CH:4]=2)[C:1]#[N:2])=[N:14][N:15]=1)[CH3:38].